From a dataset of Full USPTO retrosynthesis dataset with 1.9M reactions from patents (1976-2016). Predict the reactants needed to synthesize the given product. Given the product [C:68]([NH:67][CH2:66][CH2:65][NH:64][C:53]1[N:54]=[C:55]([C:57]2[CH:62]=[CH:61][C:60]([Cl:63])=[CH:59][CH:58]=2)[N:56]=[C:51]([NH:50][CH2:49][CH2:48][NH:47][C:11]([C:3]2[N:2]=[CH:1][C:10]3[C:5]([CH:4]=2)=[CH:6][CH:7]=[CH:8][CH:9]=3)=[O:13])[C:52]=1[CH3:71])(=[O:70])[CH3:69], predict the reactants needed to synthesize it. The reactants are: [CH:1]1[C:10]2[C:5](=[CH:6][CH:7]=[CH:8][CH:9]=2)[CH:4]=[C:3]([C:11]([OH:13])=O)[N:2]=1.CN(C(ON1N=NC2C=CC=NC1=2)=[N+](C)C)C.F[P-](F)(F)(F)(F)F.C(N(C(C)C)CC)(C)C.[NH2:47][CH2:48][CH2:49][NH:50][C:51]1[N:56]=[C:55]([C:57]2[CH:62]=[CH:61][C:60]([Cl:63])=[CH:59][CH:58]=2)[N:54]=[C:53]([NH:64][CH2:65][CH2:66][NH:67][C:68](=[O:70])[CH3:69])[C:52]=1[CH3:71].